This data is from Catalyst prediction with 721,799 reactions and 888 catalyst types from USPTO. The task is: Predict which catalyst facilitates the given reaction. (1) Reactant: [NH:1]1[C:9]2[C:4](=[CH:5][CH:6]=[CH:7][CH:8]=2)[CH2:3][C:2]1=[O:10].[CH2:11]([N:13]([CH2:27][CH3:28])[CH2:14][CH2:15][O:16][C:17]1[CH:24]=[CH:23][C:22]([O:25][CH3:26])=[CH:21][C:18]=1[CH:19]=O)[CH3:12].N1CCCCC1. Product: [CH2:27]([N:13]([CH2:11][CH3:12])[CH2:14][CH2:15][O:16][C:17]1[CH:24]=[CH:23][C:22]([O:25][CH3:26])=[CH:21][C:18]=1[CH:19]=[C:3]1[C:4]2[C:9](=[CH:8][CH:7]=[CH:6][CH:5]=2)[NH:1][C:2]1=[O:10])[CH3:28]. The catalyst class is: 14. (2) Reactant: [CH2:1]([C:3]1[CH:4]=[C:5]([CH3:25])[C:6]([N:9]2[CH2:14][CH2:13][N:12]([C:15]([C:17]3[CH:18]=[N:19][C:20](F)=[CH:21][C:22]=3[CH3:23])=[O:16])[CH2:11][CH2:10]2)=[N:7][CH:8]=1)[CH3:2].[CH3:26][O:27][C:28]1[CH:35]=[CH:34][C:31]([CH2:32][NH2:33])=[CH:30][CH:29]=1. Product: [CH2:1]([C:3]1[CH:4]=[C:5]([CH3:25])[C:6]([N:9]2[CH2:14][CH2:13][N:12]([C:15]([C:17]3[CH:18]=[N:19][C:20]([NH:33][CH2:32][C:31]4[CH:34]=[CH:35][C:28]([O:27][CH3:26])=[CH:29][CH:30]=4)=[CH:21][C:22]=3[CH3:23])=[O:16])[CH2:11][CH2:10]2)=[N:7][CH:8]=1)[CH3:2]. The catalyst class is: 6. (3) Reactant: [CH3:1][O:2][C:3]1[CH:12]=[CH:11][C:10]([N+:13]([O-:15])=[O:14])=[CH:9][C:4]=1[O:5][CH2:6][CH2:7]O.C[C:17]1(C)C(=O)[NH:22][C:20](=[O:21])[CH2:19][CH2:18]1.[C:26]1(P(C2C=CC=CC=2)C2C=CC=CC=2)C=CC=CC=1.CCOC(/N=N/C([O:54][CH2:55][CH3:56])=O)=O. Product: [CH3:1][O:2][C:3]1[CH:12]=[CH:11][C:10]([N+:13]([O-:15])=[O:14])=[CH:9][C:4]=1[O:5][CH2:6][CH2:7][N:22]1[C:20](=[O:21])[CH2:19][C:18]([CH3:26])([CH3:17])[CH2:56][C:55]1=[O:54]. The catalyst class is: 1. (4) Product: [NH2:1][C:2]1[N:7]=[C:6]([NH:8][C:9]2[CH:10]=[CH:11][C:12]([CH2:13][O:14][C:15](=[O:25])[CH2:16][NH2:17])=[CH:26][CH:27]=2)[CH:5]=[C:4]([C:28]2[CH:33]=[C:32]([Cl:34])[CH:31]=[CH:30][C:29]=2[O:35][CH2:36][CH3:37])[N:3]=1. The catalyst class is: 684. Reactant: [NH2:1][C:2]1[N:7]=[C:6]([NH:8][C:9]2[CH:27]=[CH:26][C:12]([CH2:13][O:14][C:15](=[O:25])[CH2:16][NH:17]C(OC(C)(C)C)=O)=[CH:11][CH:10]=2)[CH:5]=[C:4]([C:28]2[CH:33]=[C:32]([Cl:34])[CH:31]=[CH:30][C:29]=2[O:35][CH2:36][CH3:37])[N:3]=1.Cl. (5) Reactant: Br[CH2:2][CH2:3][CH2:4][CH2:5][CH2:6][O:7][C:8]1[CH:13]=[CH:12][C:11]([C:14]2[CH:19]=[CH:18][C:17]([C:20]([O:22][CH2:23][CH3:24])=[O:21])=[CH:16][CH:15]=2)=[CH:10][C:9]=1[C:25]1[CH:34]=[CH:33][C:32]2[C:31]([CH3:36])([CH3:35])[CH2:30][CH2:29][C:28]([CH3:38])([CH3:37])[C:27]=2[CH:26]=1.[CH:39]1([NH2:42])[CH2:41][CH2:40]1. Product: [CH:39]1([NH:42][CH2:2][CH2:3][CH2:4][CH2:5][CH2:6][O:7][C:8]2[CH:13]=[CH:12][C:11]([C:14]3[CH:19]=[CH:18][C:17]([C:20]([O:22][CH2:23][CH3:24])=[O:21])=[CH:16][CH:15]=3)=[CH:10][C:9]=2[C:25]2[CH:34]=[CH:33][C:32]3[C:31]([CH3:36])([CH3:35])[CH2:30][CH2:29][C:28]([CH3:38])([CH3:37])[C:27]=3[CH:26]=2)[CH2:41][CH2:40]1. The catalyst class is: 8.